This data is from Full USPTO retrosynthesis dataset with 1.9M reactions from patents (1976-2016). The task is: Predict the reactants needed to synthesize the given product. (1) Given the product [CH3:45][C:31]1([CH3:30])[O:36][C@@H:35]([CH2:37][C:38]([O:40][CH2:41][CH3:42])=[O:39])[CH2:34][C@@H:33](/[CH:43]=[CH:44]/[C:2]2[CH:3]=[N:4][N:5]([C:17]3[CH:22]=[CH:21][N:20]=[C:19]([NH:23][C:24]4[CH:29]=[CH:28][CH:27]=[CH:26][CH:25]=4)[N:18]=3)[C:6]=2[C:7]2[CH:12]=[CH:11][CH:10]=[C:9]([C:13]([F:16])([F:15])[F:14])[CH:8]=2)[O:32]1, predict the reactants needed to synthesize it. The reactants are: Br[C:2]1[CH:3]=[N:4][N:5]([C:17]2[CH:22]=[CH:21][N:20]=[C:19]([NH:23][C:24]3[CH:29]=[CH:28][CH:27]=[CH:26][CH:25]=3)[N:18]=2)[C:6]=1[C:7]1[CH:12]=[CH:11][CH:10]=[C:9]([C:13]([F:16])([F:15])[F:14])[CH:8]=1.[CH3:30][C:31]1([CH3:45])[O:36][C@H:35]([CH2:37][C:38]([O:40][CH2:41][CH3:42])=[O:39])[CH2:34][C@H:33]([CH:43]=[CH2:44])[O:32]1.C(N(CC)CC)C. (2) Given the product [Cl:1][C:2]1[C:3]([NH:18][C:19]2[CH:20]=[CH:23][C:24]([F:27])=[CH:25][C:31]=2[C:30]([OH:33])=[O:32])=[CH:4][C:5]([NH:8][C:9]2[N:13]([CH:14]([CH3:15])[CH3:16])[N:12]=[C:11]([CH3:17])[CH:10]=2)=[N:6][CH:7]=1, predict the reactants needed to synthesize it. The reactants are: [Cl:1][C:2]1[C:3]([NH:18][C:19]2C=[CH:25][C:24]([F:27])=[CH:23][C:20]=2C#N)=[CH:4][C:5]([NH:8][C:9]2[N:13]([CH:14]([CH3:16])[CH3:15])[N:12]=[C:11]([CH3:17])[CH:10]=2)=[N:6][CH:7]=1.[OH-].[Na+].[C:30]([O:33]CC)(=[O:32])[CH3:31]. (3) Given the product [OH:1][C:2]1[CH:3]=[C:4]2[C:9](=[CH:10][CH:11]=1)[C:8]([C:12]([O:14][CH3:22])=[O:13])=[CH:7][CH:6]=[CH:5]2, predict the reactants needed to synthesize it. The reactants are: [OH:1][C:2]1[CH:3]=[C:4]2[C:9](=[CH:10][CH:11]=1)[C:8]([C:12]([OH:14])=[O:13])=[CH:7][CH:6]=[CH:5]2.OS(O)(=O)=O.[OH-].[Na+].[CH3:22]O. (4) Given the product [C:10]([O:14][C:15]([N:17]1[CH2:21][CH2:20][C@H:19]([CH:22]([OH:23])[C:1]#[CH:2])[CH2:18]1)=[O:16])([CH3:13])([CH3:12])[CH3:11], predict the reactants needed to synthesize it. The reactants are: [C:1]([Mg]Br)#[CH:2].C1COCC1.[C:10]([O:14][C:15]([N:17]1[CH2:21][CH2:20][C@H:19]([CH:22]=[O:23])[CH2:18]1)=[O:16])([CH3:13])([CH3:12])[CH3:11].